Predict the product of the given reaction. From a dataset of Forward reaction prediction with 1.9M reactions from USPTO patents (1976-2016). (1) Given the reactants Br[C:2]1[C:3]([CH3:12])=[N:4][N:5]([CH2:8][C:9]([O-:11])=[O:10])[C:6]=1[CH3:7].[NH2:13][C:14]1[C:19]2[C:20](=[O:40])[N:21]([C:25]3[CH:30]=[CH:29][C:28](B4OC(C)(C)C(C)(C)O4)=[CH:27][CH:26]=3)[CH2:22][CH2:23][O:24][C:18]=2[N:17]=[CH:16][N:15]=1.C([O-])([O-])=O.[K+].[K+], predict the reaction product. The product is: [NH2:13][C:14]1[C:19]2[C:20](=[O:40])[N:21]([C:25]3[CH:30]=[CH:29][C:28]([C:2]4[C:3]([CH3:12])=[N:4][N:5]([CH2:8][C:9]([OH:11])=[O:10])[C:6]=4[CH3:7])=[CH:27][CH:26]=3)[CH2:22][CH2:23][O:24][C:18]=2[N:17]=[CH:16][N:15]=1. (2) Given the reactants N1C=CC=CC=1.[CH3:7][C:8]([CH3:27])([CH3:26])[C:9]([NH:11][C:12]1[C:20]([O:21][CH3:22])=[C:19]([F:23])[C:18]([I:24])=[C:17]([CH3:25])[C:13]=1[C:14]([NH2:16])=O)=[O:10].FC(F)(F)S(OS(C(F)(F)F)(=O)=O)(=O)=O, predict the reaction product. The product is: [C:14]([C:13]1[C:17]([CH3:25])=[C:18]([I:24])[C:19]([F:23])=[C:20]([O:21][CH3:22])[C:12]=1[NH:11][C:9](=[O:10])[C:8]([CH3:26])([CH3:7])[CH3:27])#[N:16].